From a dataset of Reaction yield outcomes from USPTO patents with 853,638 reactions. Predict the reaction yield, written as a fraction of the theoretical maximum amount of product (1.0 means a 100% yield; for example, 0.34 means a 34% yield). (1) The reactants are COC1C=C(OC)C=CC=1C[NH:6][C:7]1[S:11][C:10]([C:12]([O:14][CH3:15])=[O:13])=[CH:9][C:8]=1[N+:16]([O-:18])=[O:17]. The catalyst is C(Cl)Cl.C(O)(C(F)(F)F)=O. The product is [NH2:6][C:7]1[S:11][C:10]([C:12]([O:14][CH3:15])=[O:13])=[CH:9][C:8]=1[N+:16]([O-:18])=[O:17]. The yield is 1.00. (2) The reactants are C(OC([N:8]([CH2:38][C:39]([O:41][C:42](C)([CH3:44])[CH3:43])=[O:40])[C:9]1[CH:14]=[CH:13][CH:12]=[C:11]([CH:15]([S:29]([C:32]2[CH:37]=[CH:36][CH:35]=[CH:34][N:33]=2)(=[O:31])=[O:30])[NH:16][CH2:17][C:18]2[CH:23]=[CH:22][C:21]([C:24]3[S:25][CH:26]=[CH:27][N:28]=3)=[CH:20][CH:19]=2)[N:10]=1)=O)(C)(C)C.Cl.C(=O)([O-])O.[Na+]. The catalyst is C(O)(C)C. The product is [N:33]1[CH:34]=[CH:35][CH:36]=[CH:37][C:32]=1[S:29]([CH:15]([NH:16][CH2:17][C:18]1[CH:19]=[CH:20][C:21]([C:24]2[S:25][CH:26]=[CH:27][N:28]=2)=[CH:22][CH:23]=1)[C:11]1[N:10]=[C:9]([NH:8][CH2:38][C:39]([O:41][CH:42]([CH3:44])[CH3:43])=[O:40])[CH:14]=[CH:13][CH:12]=1)(=[O:31])=[O:30]. The yield is 0.800. (3) The reactants are C([O:3][C:4]([C:6]1[C:7]2[CH:14]=[CH:13][N:12]([S:15]([C:18]3[CH:23]=[CH:22][C:21]([CH3:24])=[CH:20][CH:19]=3)(=[O:17])=[O:16])[C:8]=2[N:9]=[CH:10][N:11]=1)=[CH2:5])C.C1COCC1. The catalyst is CO. The product is [C:21]1([CH3:24])[CH:20]=[CH:19][C:18]([S:15]([N:12]2[C:8]3[N:9]=[CH:10][N:11]=[C:6]([C:4](=[O:3])[CH3:5])[C:7]=3[CH:14]=[CH:13]2)(=[O:17])=[O:16])=[CH:23][CH:22]=1. The yield is 0.890.